Task: Predict the reaction yield, written as a fraction of the theoretical maximum amount of product (1.0 means a 100% yield; for example, 0.34 means a 34% yield).. Dataset: Reaction yield outcomes from USPTO patents with 853,638 reactions (1) The reactants are [Cl:1][C:2]1[C:7]([C:8]2[CH:13]=[CH:12][CH:11]=[C:10]([CH2:14][CH3:15])[CH:9]=2)=[C:6]([N:16]([CH2:28][CH2:29][CH2:30][CH2:31][O:32][CH3:33])[CH2:17][CH2:18][N:19](C)[C:20](=O)OC(C)(C)C)[CH:5]=[CH:4][CH:3]=1.Cl. The catalyst is C(#N)C.O1CCOCC1. The product is [Cl:1][C:2]1[C:7]([C:8]2[CH:13]=[CH:12][CH:11]=[C:10]([CH2:14][CH3:15])[CH:9]=2)=[C:6]([N:16]([CH2:17][CH2:18][NH:19][CH3:20])[CH2:28][CH2:29][CH2:30][CH2:31][O:32][CH3:33])[CH:5]=[CH:4][CH:3]=1. The yield is 0.980. (2) The reactants are [Cl:1][C:2]1[CH:7]=[C:6]([C:8]2[CH:13]=[CH:12][C:11]([N+:14]([O-])=O)=[CH:10][C:9]=2[O:17][CH3:18])[N:5]=[CH:4][N:3]=1.C(O)(=O)C. The catalyst is CCO.[Fe]. The product is [Cl:1][C:2]1[N:3]=[CH:4][N:5]=[C:6]([C:8]2[CH:13]=[CH:12][C:11]([NH2:14])=[CH:10][C:9]=2[O:17][CH3:18])[CH:7]=1. The yield is 0.820.